Dataset: Catalyst prediction with 721,799 reactions and 888 catalyst types from USPTO. Task: Predict which catalyst facilitates the given reaction. (1) Reactant: [H-].[Na+].[C:3]([NH:6][CH:7]([C:13]([O:15][CH2:16][CH3:17])=[O:14])[C:8]([O:10][CH2:11][CH3:12])=[O:9])(=[O:5])[CH3:4].Cl[CH2:19][C:20]([C:22]1[CH:27]=[CH:26][C:25]([S:28][C:29]2[CH:34]=[CH:33][CH:32]=[CH:31][CH:30]=2)=[CH:24][CH:23]=1)=[O:21]. Product: [C:3]([NH:6][C:7]([CH2:19][C:20](=[O:21])[C:22]1[CH:27]=[CH:26][C:25]([S:28][C:29]2[CH:30]=[CH:31][CH:32]=[CH:33][CH:34]=2)=[CH:24][CH:23]=1)([C:13]([O:15][CH2:16][CH3:17])=[O:14])[C:8]([O:10][CH2:11][CH3:12])=[O:9])(=[O:5])[CH3:4]. The catalyst class is: 1. (2) Reactant: [CH3:1][Sn:2]([CH3:8])([CH3:7])[Sn:2]([CH3:8])([CH3:7])[CH3:1].C[Li].[CH3:11][C:12]1[CH2:17][C:16]([CH3:19])([CH3:18])[CH2:15][C:14](=[O:20])[CH:13]=1.CO. Product: [CH3:18][C:16]1([CH3:19])[CH2:17][C:12]([CH3:11])([Sn:2]([CH3:8])([CH3:7])[CH3:1])[CH2:13][C:14](=[O:20])[CH2:15]1. The catalyst class is: 30.